Dataset: Full USPTO retrosynthesis dataset with 1.9M reactions from patents (1976-2016). Task: Predict the reactants needed to synthesize the given product. (1) Given the product [C:1]1([S:7][C:8]2([C:11]([OH:13])=[O:12])[CH2:10][CH2:9]2)[CH:2]=[CH:3][CH:4]=[CH:5][CH:6]=1, predict the reactants needed to synthesize it. The reactants are: [C:1]1([S:7][C:8]2([C:11]([O:13]C)=[O:12])[CH2:10][CH2:9]2)[CH:6]=[CH:5][CH:4]=[CH:3][CH:2]=1.CO.O.[OH-].[Li+]. (2) Given the product [CH2:1]([C:3]1[CH:4]=[C:5]([CH2:9][C:10]([O:12][CH2:13][CH3:14])=[O:11])[CH:6]=[CH:7][CH:8]=1)[CH3:2], predict the reactants needed to synthesize it. The reactants are: [CH:1]([C:3]1[CH:4]=[C:5]([CH2:9][C:10]([O:12][CH2:13][CH3:14])=[O:11])[CH:6]=[CH:7][CH:8]=1)=[CH2:2]. (3) Given the product [Cl:1][C:2]1[CH:3]=[CH:4][C:5]([CH2:6][O:7][C:8]2[CH:17]=[C:16]3[C:11]([CH2:12][CH2:13][N:14]([C:26]([C:25]4[CH:29]=[C:30]([S:33]([CH3:36])(=[O:35])=[O:34])[CH:31]=[CH:32][C:24]=4[O:23][CH:20]([CH3:22])[CH3:21])=[O:27])[CH2:15]3)=[CH:10][CH:9]=2)=[CH:18][CH:19]=1, predict the reactants needed to synthesize it. The reactants are: [Cl:1][C:2]1[CH:19]=[CH:18][C:5]([CH2:6][O:7][C:8]2[CH:17]=[C:16]3[C:11]([CH2:12][CH2:13][NH:14][CH2:15]3)=[CH:10][CH:9]=2)=[CH:4][CH:3]=1.[CH:20]([O:23][C:24]1[CH:32]=[CH:31][C:30]([S:33]([CH3:36])(=[O:35])=[O:34])=[CH:29][C:25]=1[C:26](O)=[O:27])([CH3:22])[CH3:21]. (4) Given the product [CH:18]1([C:15]2[CH:14]=[CH:13][C:12]([O:11][CH2:10][CH2:9][OH:8])=[CH:17][CH:16]=2)[CH2:19][CH2:20][CH2:21][CH2:22][CH2:23]1, predict the reactants needed to synthesize it. The reactants are: C([O:8][CH2:9][CH2:10][O:11][C:12]1[CH:17]=[CH:16][C:15]([CH:18]2[CH2:23][CH2:22][CH2:21][CH2:20][CH2:19]2)=[CH:14][CH:13]=1)C1C=CC=CC=1.[H][H].